Dataset: Full USPTO retrosynthesis dataset with 1.9M reactions from patents (1976-2016). Task: Predict the reactants needed to synthesize the given product. (1) Given the product [CH2:1]([C:5]1[S:6][C:7]([C:16]2([OH:15])[CH2:17][CH2:18][N:19]([C:22]([O:24][C:25]([CH3:27])([CH3:26])[CH3:28])=[O:23])[CH2:20][CH2:21]2)=[CH:8][CH:9]=1)[CH2:2][CH2:3][CH3:4], predict the reactants needed to synthesize it. The reactants are: [CH2:1]([C:5]1[S:6][CH:7]=[CH:8][CH:9]=1)[CH2:2][CH2:3][CH3:4].C([Li])CCC.[O:15]=[C:16]1[CH2:21][CH2:20][N:19]([C:22]([O:24][C:25]([CH3:28])([CH3:27])[CH3:26])=[O:23])[CH2:18][CH2:17]1. (2) Given the product [CH3:16][O:17][CH2:18][CH2:19][N:20]([CH3:28])[C:21]1[N:22]=[CH:23][C:24]([NH:27][C:7]([C:6]2[N:2]([CH3:1])[N:3]=[C:4]([C:10]3[CH:15]=[CH:14][CH:13]=[CH:12][CH:11]=3)[CH:5]=2)=[O:9])=[CH:25][CH:26]=1, predict the reactants needed to synthesize it. The reactants are: [CH3:1][N:2]1[C:6]([C:7]([OH:9])=O)=[CH:5][C:4]([C:10]2[CH:15]=[CH:14][CH:13]=[CH:12][CH:11]=2)=[N:3]1.[CH3:16][O:17][CH2:18][CH2:19][N:20]([CH3:28])[C:21]1[CH:26]=[CH:25][C:24]([NH2:27])=[CH:23][N:22]=1. (3) Given the product [C:22]([O-:23])(=[O:28])[CH3:15].[NH4+:8].[C:1]([O:5][C:6]([N:8]1[CH2:20][C@@H:19]([CH3:21])[N:18]2[C@H:10]([CH2:11][C:12]3[C:17]2=[N:16][C:15]([CH2:22][O:23][C:27]([N:39]2[CH2:43][CH2:42][CH2:41][CH2:40]2)=[O:28])=[CH:14][CH:13]=3)[CH2:9]1)=[O:7])([CH3:2])([CH3:4])[CH3:3], predict the reactants needed to synthesize it. The reactants are: [C:1]([O:5][C:6]([N:8]1[CH2:20][CH:19]([CH3:21])[N:18]2[CH:10]([CH2:11][C:12]3[C:17]2=[N:16][C:15]([CH2:22][OH:23])=[CH:14][CH:13]=3)[CH2:9]1)=[O:7])([CH3:4])([CH3:3])[CH3:2].C(Cl)Cl.[C:27](C1NC=CN=1)(C1NC=CN=1)=[O:28].[NH:39]1[CH2:43][CH2:42][CH2:41][CH2:40]1. (4) Given the product [CH:17]1([NH:20][C:21](=[O:34])[C:22]2[CH:23]=[CH:24][C:25]([N:28]3[CH2:29][CH2:30][N:31]([CH2:2][C:3]4[CH:16]=[N:15][C:6]5[C:7]6[N:8]([CH:12]=[CH:13][CH:14]=6)[C:9](=[O:11])[NH:10][C:5]=5[CH:4]=4)[CH2:32][CH2:33]3)=[CH:26][CH:27]=2)[CH2:19][CH2:18]1, predict the reactants needed to synthesize it. The reactants are: O[CH2:2][C:3]1[CH:16]=[N:15][C:6]2[C:7]3[N:8]([CH:12]=[CH:13][CH:14]=3)[C:9](=[O:11])[NH:10][C:5]=2[CH:4]=1.[CH:17]1([NH:20][C:21](=[O:34])[C:22]2[CH:27]=[CH:26][C:25]([N:28]3[CH2:33][CH2:32][NH:31][CH2:30][CH2:29]3)=[CH:24][CH:23]=2)[CH2:19][CH2:18]1.[I-].C(C[P+](C)(C)C)#N.C(N(C(C)C)C(C)C)C. (5) Given the product [Br:1][C:2]1[CH:3]=[C:4]([C:8]2([CH3:37])[C:13]([CH3:15])([CH3:14])[O:12][C:11]([NH:16][C@H:17]([C:28]3[CH:33]=[CH:32][CH:31]=[CH:30][C:29]=3[F:34])[CH2:18][CH2:19][OH:20])=[N:10][S:9]2(=[O:36])=[O:35])[CH:5]=[CH:6][CH:7]=1, predict the reactants needed to synthesize it. The reactants are: [Br:1][C:2]1[CH:3]=[C:4]([C:8]2([CH3:37])[C:13]([CH3:15])([CH3:14])[O:12][C:11]([NH:16][C@H:17]([C:28]3[CH:33]=[CH:32][CH:31]=[CH:30][C:29]=3[F:34])[CH2:18][CH2:19][O:20][Si](C(C)(C)C)(C)C)=[N:10][S:9]2(=[O:36])=[O:35])[CH:5]=[CH:6][CH:7]=1.Cl. (6) The reactants are: [OH-:1].[Na+].[F:3][C:4]1([F:10])[CH2:7][CH:6]([C:8]#N)[CH2:5]1.[OH2:11]. Given the product [F:3][C:4]1([F:10])[CH2:7][CH:6]([C:8]([OH:11])=[O:1])[CH2:5]1, predict the reactants needed to synthesize it. (7) Given the product [O:1]1[C:6]2[CH:7]=[CH:8][CH:9]=[CH:10][C:5]=2[N:4]([C:16]([C:15]2[CH:14]=[C:13]([I:22])[C:12]([OH:11])=[C:20]([I:21])[CH:19]=2)=[O:17])[CH2:3][CH2:2]1, predict the reactants needed to synthesize it. The reactants are: [O:1]1[C:6]2[CH:7]=[CH:8][CH:9]=[CH:10][C:5]=2[NH:4][CH2:3][CH2:2]1.[OH:11][C:12]1[C:20]([I:21])=[CH:19][C:15]([C:16](Cl)=[O:17])=[CH:14][C:13]=1[I:22]. (8) Given the product [CH2:29]([N:27]([CH3:28])[C:25]1[C:24]([C:33]([F:35])([F:36])[F:34])=[CH:23][C:18]2[NH:19][C:20](=[O:22])[CH2:21][C:15]([C:11]3[CH:12]=[CH:13][CH:14]=[C:9]([C:7]4[CH:6]=[CH:5][N:4]=[C:3]([CH2:2][N:46]([CH2:42][CH:43]([CH3:45])[CH3:44])[CH3:47])[CH:8]=4)[CH:10]=3)=[N:16][C:17]=2[CH:26]=1)[CH:30]([CH3:31])[CH3:32], predict the reactants needed to synthesize it. The reactants are: O[CH2:2][C:3]1[CH:8]=[C:7]([C:9]2[CH:10]=[C:11]([C:15]3[CH2:21][C:20](=[O:22])[NH:19][C:18]4[CH:23]=[C:24]([C:33]([F:36])([F:35])[F:34])[C:25]([N:27]([CH2:29][CH:30]([CH3:32])[CH3:31])[CH3:28])=[CH:26][C:17]=4[N:16]=3)[CH:12]=[CH:13][CH:14]=2)[CH:6]=[CH:5][N:4]=1.S(Cl)(Cl)=O.[Cl-].[CH2:42]([NH:46][CH3:47])[CH:43]([CH3:45])[CH3:44]. (9) The reactants are: [CH3:1][C:2]1[CH:3]=[C:4]([NH:9][C:10]2[C:17]([N+:18]([O-])=O)=[CH:16][CH:15]=[CH:14][C:11]=2[C:12]#[N:13])[CH:5]=[C:6]([CH3:8])[CH:7]=1.[O-]S(S([O-])=O)=O.[Na+].[Na+].Cl.[CH3:30]CO. Given the product [CH3:1][C:2]1[CH:3]=[C:4]([N:9]2[C:10]3[C:11]([C:12]#[N:13])=[CH:14][CH:15]=[CH:16][C:17]=3[N:18]=[CH:30]2)[CH:5]=[C:6]([CH3:8])[CH:7]=1, predict the reactants needed to synthesize it. (10) The reactants are: [C:1]([O:5][C:6]([N:8]1[CH2:13][CH2:12][CH:11]([C:14]2[CH:19]=[CH:18][C:17]([NH2:20])=[C:16](Br)[CH:15]=2)[CH2:10][CH2:9]1)=[O:7])([CH3:4])([CH3:3])[CH3:2].CCO.[C:25]1(B(O)O)[CH2:31][CH2:30][CH2:29][CH2:28][CH2:27][CH:26]=1.C([O-])([O-])=O.[Na+].[Na+]. Given the product [C:1]([O:5][C:6]([N:8]1[CH2:13][CH2:12][CH:11]([C:14]2[CH:19]=[CH:18][C:17]([NH2:20])=[C:16]([C:25]3[CH2:31][CH2:30][CH2:29][CH2:28][CH2:27][CH:26]=3)[CH:15]=2)[CH2:10][CH2:9]1)=[O:7])([CH3:4])([CH3:3])[CH3:2], predict the reactants needed to synthesize it.